Predict the reactants needed to synthesize the given product. From a dataset of Full USPTO retrosynthesis dataset with 1.9M reactions from patents (1976-2016). (1) Given the product [OH:42][CH2:41][CH:35]([NH:34][C:32]([C:17]1[C:18]([I:31])=[C:19]([NH:22][C:23](=[O:30])[C@@H:24]([OH:26])[CH3:25])[C:20]([I:21])=[C:15]([C:13]([NH:12][CH:6]([CH2:7][OH:8])[CH2:5][OH:4])=[O:14])[C:16]=1[I:46])=[O:33])[CH2:36][OH:37], predict the reactants needed to synthesize it. The reactants are: C([O:4][CH2:5][CH:6]([NH:12][C:13]([C:15]1[C:20]([I:21])=[C:19]([NH:22][C:23](=[O:30])[C@@H:24]([O:26]C(=O)C)[CH3:25])[C:18]([I:31])=[C:17]([C:32]([NH:34][CH:35]([CH2:41][O:42]C(=O)C)[CH2:36][O:37]C(=O)C)=[O:33])[C:16]=1[I:46])=[O:14])[CH2:7][O:8]C(=O)C)(=O)C.O.[OH-].[Na+]. (2) Given the product [CH3:1][O:2][C:3]1[C:4](=[O:36])[C:5]([CH3:35])=[C:6]([CH2:12][C:13]2[CH:14]=[CH:15][C:16]([OH:31])=[C:17]([CH:30]=2)[C:18]([NH:20][C:21]2[CH:22]=[CH:23][C:24]([C:27](=[O:29])[CH3:28])=[CH:25][CH:26]=2)=[O:19])[C:7](=[O:11])[C:8]=1[O:9][CH3:10], predict the reactants needed to synthesize it. The reactants are: [CH3:1][O:2][C:3]1[C:4](=[O:36])[C:5]([CH3:35])=[C:6]([CH2:12][C:13]2[CH:14]=[CH:15][C:16]([O:31]C(=O)C)=[C:17]([CH:30]=2)[C:18]([NH:20][C:21]2[CH:26]=[CH:25][C:24]([C:27](=[O:29])[CH3:28])=[CH:23][CH:22]=2)=[O:19])[C:7](=[O:11])[C:8]=1[O:9][CH3:10].C(=O)([O-])O.[Na+]. (3) Given the product [CH3:21][CH:16]([O:15][C:3]1[NH:2][C:7](=[O:8])[CH:6]=[C:5]([C:9]2[CH:14]=[CH:13][N:12]=[CH:11][N:10]=2)[N:4]=1)[C@H:17]1[CH2:48][CH2:20][CH2:19][N:18]1[C:22]([O:24][C:25]1[CH:39]=[CH:34][CH:30]=[CH:31][CH:32]=1)=[O:23], predict the reactants needed to synthesize it. The reactants are: C[N:2]1[C:7](=[O:8])[CH:6]=[C:5]([C:9]2[CH:14]=[CH:13][N:12]=[CH:11][N:10]=2)[N:4]=[C:3]1[O:15][CH:16]1[CH2:21][CH2:20][CH2:19][N:18]([C:22]([O:24][CH3:25])=[O:23])[CH2:17]1.CN1[C:32](=O)[CH:31]=[C:30]([C:34]2[CH:39]=CN=CN=2)N=C1OC[C@H]1CCCN1.Cl[C:48](OC1C=CC=CC=1)=O. (4) Given the product [ClH:1].[CH3:22][N:3]([CH3:2])[C@@H:4]1[CH2:13][CH2:12][C:11]2[C:6](=[CH:7][CH:8]=[CH:9][C:10]=2[C:14]2[C:15]([CH3:21])=[N:16][N:17]([CH3:20])[C:18]=2[CH3:19])[CH2:5]1, predict the reactants needed to synthesize it. The reactants are: [ClH:1].[CH3:2][N:3]([CH3:22])[C@@H:4]1[CH2:13][CH2:12][C:11]2[C:6](=[CH:7][CH:8]=[CH:9][C:10]=2[C:14]2[C:15]([CH3:21])=[N:16][N:17]([CH3:20])[C:18]=2[CH3:19])[CH2:5]1. (5) The reactants are: [CH2:1]([O:3][C:4](=[O:37])[CH2:5][CH2:6][CH2:7][O:8][C:9]1[CH:14]=[CH:13][CH:12]=[C:11]([CH2:15][CH2:16][CH2:17][CH2:18][CH2:19][CH2:20][O:21][C:22]2[CH:27]=[C:26]([OH:28])[CH:25]=[C:24]([Br:29])[CH:23]=2)[C:10]=1[CH2:30][CH2:31][C:32]([O:34][CH2:35][CH3:36])=[O:33])[CH3:2].I[CH2:39][CH:40]1[CH2:44][CH2:43][CH2:42][CH2:41]1.C(=O)([O-])[O-].[K+].[K+]. Given the product [CH2:1]([O:3][C:4](=[O:37])[CH2:5][CH2:6][CH2:7][O:8][C:9]1[CH:14]=[CH:13][CH:12]=[C:11]([CH2:15][CH2:16][CH2:17][CH2:18][CH2:19][CH2:20][O:21][C:22]2[CH:27]=[C:26]([O:28][CH2:39][CH:40]3[CH2:44][CH2:43][CH2:42][CH2:41]3)[CH:25]=[C:24]([Br:29])[CH:23]=2)[C:10]=1[CH2:30][CH2:31][C:32]([O:34][CH2:35][CH3:36])=[O:33])[CH3:2], predict the reactants needed to synthesize it. (6) Given the product [Cl:1][C:2]1[CH:3]=[C:4]([NH:8][C:9]2[N:14]=[C:13]([C:15]3[CH:20]=[CH:19][N:18]=[C:17]([N:21]4[C:33](=[O:34])[CH2:32][CH2:31][C:23]([C:24]5[CH:29]=[CH:28][CH:27]=[CH:26][CH:25]=5)=[N:22]4)[CH:16]=3)[CH:12]=[CH:11][N:10]=2)[CH:5]=[CH:6][CH:7]=1, predict the reactants needed to synthesize it. The reactants are: [Cl:1][C:2]1[CH:3]=[C:4]([NH:8][C:9]2[N:14]=[C:13]([C:15]3[CH:20]=[CH:19][N:18]=[C:17]([NH:21][NH2:22])[CH:16]=3)[CH:12]=[CH:11][N:10]=2)[CH:5]=[CH:6][CH:7]=1.[C:23]([CH2:31][CH2:32][C:33](O)=[O:34])(=O)[C:24]1[CH:29]=[CH:28][CH:27]=[CH:26][CH:25]=1.